Task: Regression. Given two drug SMILES strings and cell line genomic features, predict the synergy score measuring deviation from expected non-interaction effect.. Dataset: NCI-60 drug combinations with 297,098 pairs across 59 cell lines (1) Drug 1: C1CN1P(=S)(N2CC2)N3CC3. Drug 2: C1C(C(OC1N2C=NC3=C(N=C(N=C32)Cl)N)CO)O. Cell line: TK-10. Synergy scores: CSS=35.1, Synergy_ZIP=-8.61, Synergy_Bliss=-1.24, Synergy_Loewe=-11.6, Synergy_HSA=2.83. (2) Drug 1: C1CCC(CC1)NC(=O)N(CCCl)N=O. Drug 2: N.N.Cl[Pt+2]Cl. Cell line: HT29. Synergy scores: CSS=14.7, Synergy_ZIP=-4.49, Synergy_Bliss=0.655, Synergy_Loewe=-4.75, Synergy_HSA=-1.81. (3) Drug 1: C1=C(C(=O)NC(=O)N1)F. Drug 2: C1C(C(OC1N2C=NC3=C2NC=NCC3O)CO)O. Cell line: HCC-2998. Synergy scores: CSS=38.2, Synergy_ZIP=-5.72, Synergy_Bliss=-12.0, Synergy_Loewe=-12.8, Synergy_HSA=-11.9.